Dataset: Full USPTO retrosynthesis dataset with 1.9M reactions from patents (1976-2016). Task: Predict the reactants needed to synthesize the given product. (1) Given the product [CH2:15]([N:30]1[C:31](=[O:33])[C:32]2[C:23]3[CH:22]=[CH:21][C:20]4[CH:19]=[N:18][C:17](/[CH:16]=[CH:15]/[C:11]5[CH:12]=[CH:13][CH:14]=[CH:9][CH:10]=5)=[CH:26][C:25]=4[C:24]=3[NH:27][C:28]=2[CH2:29]1)[C:11]1[CH:12]=[CH:13][CH:14]=[CH:9][CH:10]=1, predict the reactants needed to synthesize it. The reactants are: N1(CC[C:9]2[CH:10]=[C:11](/[CH:15]=[CH:16]/[C:17]3[N:18]=[CH:19][C:20]4[CH:21]=[CH:22][C:23]5[C:32]6[C:31](=[O:33])[NH:30][CH2:29][C:28]=6[NH:27][C:24]=5[C:25]=4[CH:26]=3)[CH:12]=[CH:13][CH:14]=2)CCOCC1. (2) Given the product [Cl:26][C:19]1[CH:18]=[C:17]2[C:16](=[C:25]3[C:20]=1[CH:21]=[CH:22][CH:23]=[N:24]3)[NH:15][S:12](=[O:13])(=[O:14])[C:3]1[C:2]2=[CH:7][C:6]([C:8]([F:11])([F:9])[F:10])=[CH:5][CH:4]=1, predict the reactants needed to synthesize it. The reactants are: N[C:2]1[CH:7]=[C:6]([C:8]([F:11])([F:10])[F:9])[CH:5]=[CH:4][C:3]=1[S:12]([NH:15][C:16]1[CH:17]=[CH:18][C:19]([Cl:26])=[C:20]2[C:25]=1[N:24]=[CH:23][CH:22]=[CH:21]2)(=[O:14])=[O:13].N(OC(C)(C)C)=O. (3) Given the product [C:1]([NH:4][C:5]1[CH:10]=[C:9]([C:11]2[CH:16]=[CH:15][C:14]([Br:27])=[C:13]([F:21])[CH:12]=2)[N:8]=[C:7]([C:22]([O:24][CH3:25])=[O:23])[C:6]=1[Cl:26])(=[O:3])[CH3:2], predict the reactants needed to synthesize it. The reactants are: [C:1]([NH:4][C:5]1[CH:10]=[C:9]([C:11]2[CH:16]=[CH:15][C:14]([Si](C)(C)C)=[C:13]([F:21])[CH:12]=2)[N:8]=[C:7]([C:22]([O:24][CH3:25])=[O:23])[C:6]=1[Cl:26])(=[O:3])[CH3:2].[Br:27]Br.[O-]S([O-])=O.[Na+].[Na+]. (4) Given the product [C:11]([C:3]1[CH:2]=[N+:1]([O-:14])[C:10]2[CH2:9][CH2:8][CH2:7][CH2:6][C:5]=2[CH:4]=1)#[N:12], predict the reactants needed to synthesize it. The reactants are: [N:1]1[C:10]2[CH2:9][CH2:8][CH2:7][CH2:6][C:5]=2[CH:4]=[C:3]([C:11]#[N:12])[CH:2]=1.B1([O-])O[O:14]1.O.O.O.O.[Na+].